Dataset: Reaction yield outcomes from USPTO patents with 853,638 reactions. Task: Predict the reaction yield, written as a fraction of the theoretical maximum amount of product (1.0 means a 100% yield; for example, 0.34 means a 34% yield). The reactants are [OH:1][C:2]1[CH:3]=[C:4]([CH2:8][CH2:9][N:10]([CH2:17][CH:18]2[CH2:22][CH2:21][O:20][CH2:19]2)[CH2:11][C:12]([N:14]([CH3:16])[CH3:15])=[O:13])[CH:5]=[CH:6][CH:7]=1.Br[CH2:24][CH2:25][CH2:26][CH3:27].C(=O)([O-])[O-].[K+].[K+].[I].[K].[ClH:36]. The catalyst is CN(C=O)C.CCOC(C)=O.C(OCC)C. The product is [ClH:36].[CH2:24]([O:1][C:2]1[CH:3]=[C:4]([CH2:8][CH2:9][N:10]([CH2:17][CH:18]2[CH2:22][CH2:21][O:20][CH2:19]2)[CH2:11][C:12]([N:14]([CH3:16])[CH3:15])=[O:13])[CH:5]=[CH:6][CH:7]=1)[CH2:25][CH2:26][CH3:27]. The yield is 0.500.